Dataset: Catalyst prediction with 721,799 reactions and 888 catalyst types from USPTO. Task: Predict which catalyst facilitates the given reaction. (1) Reactant: [Cl-].[NH4+].C(O)C.[CH2:6]([N:13]1[C:18]2[CH:19]=[C:20]([N+:23]([O-])=O)[CH:21]=[CH:22][C:17]=2[O:16][CH2:15][CH2:14]1)[C:7]1[CH:12]=[CH:11][CH:10]=[CH:9][CH:8]=1. Product: [CH2:6]([N:13]1[C:18]2[CH:19]=[C:20]([NH2:23])[CH:21]=[CH:22][C:17]=2[O:16][CH2:15][CH2:14]1)[C:7]1[CH:8]=[CH:9][CH:10]=[CH:11][CH:12]=1. The catalyst class is: 6. (2) Reactant: [CH2:1]([N:8]([CH2:21][C:22]1[CH:27]=[CH:26][CH:25]=[CH:24][CH:23]=1)[CH:9]([CH3:20])[C:10]([C:12]1([C:15]([O:17][CH2:18][CH3:19])=[O:16])[CH2:14][CH2:13]1)=[O:11])[C:2]1[CH:7]=[CH:6][CH:5]=[CH:4][CH:3]=1.[BH4-].[Na+].O. Product: [CH2:21]([N:8]([CH2:1][C:2]1[CH:3]=[CH:4][CH:5]=[CH:6][CH:7]=1)[CH:9]([CH3:20])[CH:10]([C:12]1([C:15]([O:17][CH2:18][CH3:19])=[O:16])[CH2:13][CH2:14]1)[OH:11])[C:22]1[CH:23]=[CH:24][CH:25]=[CH:26][CH:27]=1. The catalyst class is: 5.